Regression/Classification. Given a drug SMILES string, predict its absorption, distribution, metabolism, or excretion properties. Task type varies by dataset: regression for continuous measurements (e.g., permeability, clearance, half-life) or binary classification for categorical outcomes (e.g., BBB penetration, CYP inhibition). Dataset: b3db_classification. From a dataset of Blood-brain barrier permeability classification from the B3DB database. (1) The compound is O=C(O)COc1ccc(C(=O)c2cccs2)c(Cl)c1Cl. The result is 0 (does not penetrate BBB). (2) The compound is CNC(=O)N[C@H](O)C(Cl)(Cl)Cl. The result is 1 (penetrates BBB).